From a dataset of Full USPTO retrosynthesis dataset with 1.9M reactions from patents (1976-2016). Predict the reactants needed to synthesize the given product. (1) Given the product [NH:33]1[C:34]2[C:39](=[CH:38][CH:37]=[CH:36][CH:35]=2)[C:31]([N:25]2[CH2:26][CH2:27][N:28]([CH2:8][CH2:9][CH2:10][C:11]3[CH:12]=[C:13]4[C:18](=[CH:19][CH:20]=3)[NH:17][C:16](=[O:21])[CH2:15][C:14]4([CH3:23])[CH3:22])[CH2:29][CH2:30]2)=[N:32]1, predict the reactants needed to synthesize it. The reactants are: C(=O)([O-])[O-].[Na+].[Na+].Cl[CH2:8][CH2:9][CH2:10][C:11]1[CH:12]=[C:13]2[C:18](=[CH:19][CH:20]=1)[NH:17][C:16](=[O:21])[CH2:15][C:14]2([CH3:23])[CH3:22].Cl.[N:25]1([C:31]2[C:39]3[C:34](=[CH:35][CH:36]=[CH:37][CH:38]=3)[NH:33][N:32]=2)[CH2:30][CH2:29][NH:28][CH2:27][CH2:26]1. (2) Given the product [Cl:17][C:18]1[CH:23]=[C:22]([NH:24][C:6]([N:8]2[CH2:15][C:14](=[CH2:16])[CH2:13][C@H:9]2[C:10]([NH:38][C:34]2[CH:33]=[C:32]3[C:37](=[CH:36][CH:35]=2)[N:28]=[CH:29][CH:30]=[CH:31]3)=[O:12])=[O:7])[CH:21]=[C:20]([Cl:27])[CH:19]=1, predict the reactants needed to synthesize it. The reactants are: C(O[C:6]([N:8]1[CH2:15][C:14](=[CH2:16])[CH2:13][C@H:9]1[C:10]([OH:12])=O)=[O:7])(C)(C)C.[Cl:17][C:18]1[CH:23]=[C:22]([N:24]=C=O)[CH:21]=[C:20]([Cl:27])[CH:19]=1.[N:28]1[C:37]2[C:32](=[CH:33][C:34]([NH2:38])=[CH:35][CH:36]=2)[CH:31]=[CH:30][CH:29]=1. (3) Given the product [C:1]1([C:11]2[C:20]3[C:15](=[CH:16][CH:17]=[CH:18][CH:19]=3)[CH:14]=[CH:13][N:12]=2)[CH:6]=[CH:5][CH:4]=[CH:3][CH:2]=1, predict the reactants needed to synthesize it. The reactants are: [C:1]1(B(O)O)[CH:6]=[CH:5][CH:4]=[CH:3][CH:2]=1.Cl[C:11]1[C:20]2[C:15](=[CH:16][CH:17]=[CH:18][CH:19]=2)[CH:14]=[CH:13][N:12]=1.C([O-])([O-])=O.[Na+].[Na+]. (4) Given the product [N:1]1[CH:6]=[CH:5][CH:4]=[CH:3][C:2]=1[C:7]1[N:11]=[C:10]([C:12]2[CH:17]=[C:16]([C:18]#[N:19])[CH:15]=[C:14]([CH2:20][NH2:22])[CH:13]=2)[O:9][N:8]=1, predict the reactants needed to synthesize it. The reactants are: [N:1]1[CH:6]=[CH:5][CH:4]=[CH:3][C:2]=1[C:7]1[N:11]=[C:10]([C:12]2[CH:17]=[C:16]([C:18]#[N:19])[CH:15]=[C:14]([CH2:20]Br)[CH:13]=2)[O:9][N:8]=1.[NH3:22]. (5) The reactants are: [OH:1][C:2]1[C:3](=[O:16])[CH:4]=[C:5]([CH2:8][O:9][CH:10]2[CH2:15][CH2:14][CH2:13][CH2:12][O:11]2)[O:6][CH:7]=1.[C:17]([O-])([O-])=O.[Cs+].[Cs+].BrC[CH2:25][CH2:26][CH2:27][CH2:28][CH2:29][Br:30]. Given the product [Br:30][CH:29]([CH3:17])[CH2:28][CH2:27][CH2:26][CH2:25][O:1][C:2]1[C:3](=[O:16])[CH:4]=[C:5]([CH2:8][O:9][CH:10]2[CH2:15][CH2:14][CH2:13][CH2:12][O:11]2)[O:6][CH:7]=1, predict the reactants needed to synthesize it.